Dataset: Full USPTO retrosynthesis dataset with 1.9M reactions from patents (1976-2016). Task: Predict the reactants needed to synthesize the given product. (1) Given the product [CH:2]([C:3]1[CH:12]=[C:11]2[C:6]([CH:7]=[CH:8][C:9]([C:13]([O:15][CH3:16])=[O:14])=[CH:10]2)=[CH:5][CH:4]=1)=[O:1], predict the reactants needed to synthesize it. The reactants are: [OH:1][CH2:2][C:3]1[CH:12]=[C:11]2[C:6]([CH:7]=[CH:8][C:9]([C:13]([O:15][CH3:16])=[O:14])=[CH:10]2)=[CH:5][CH:4]=1. (2) Given the product [CH3:14][C@@H:13]1[C:8]([C:6]2[CH:5]=[CH:4][C:3]3[N:19]=[C:20]([C:22]4[N:23]([CH3:27])[CH:24]=[CH:25][CH:26]=4)[O:21][C:2]=3[CH:7]=2)=[N:9][NH:10][C:11](=[O:18])[C@H:12]1[CH2:15][CH2:16][CH3:17], predict the reactants needed to synthesize it. The reactants are: O[C:2]1[CH:7]=[C:6]([C:8]2[CH:13]([CH3:14])[CH:12]([CH2:15][CH2:16][CH3:17])[C:11](=[O:18])[NH:10][N:9]=2)[CH:5]=[CH:4][C:3]=1[NH:19][C:20]([C:22]1[N:23]([CH3:27])[CH:24]=[CH:25][CH:26]=1)=[O:21].C(O)(=O)C.O.C1(C)C=CC(S(O)(=O)=O)=CC=1.